Dataset: Experimentally validated miRNA-target interactions with 360,000+ pairs, plus equal number of negative samples. Task: Binary Classification. Given a miRNA mature sequence and a target amino acid sequence, predict their likelihood of interaction. (1) The miRNA is hsa-miR-99a-3p with sequence CAAGCUCGCUUCUAUGGGUCUG. The protein sequence of the target gene is MAFRDVAVDFTQDEWRLLSPAQRTLYREVMLENYSNLVSLGISFSKPELITQLEQGKETWREEKKCSPATCPADPEPELYLDPFCPPGFSSQKFPMQHVLCNHPPWIFTCLCAEGNIQPGDPGPGDQEKQQQASEGRPWSDQAEGPEGEGAMPLFGRTKKRTLGAFSRPPQRQPVSSRNGLRGVELEASPAQSGNPEETDKLLKRIEVLGFGTVNCGECGLSFSKMTNLLSHQRIHSGEKPYVCGVCEKGFSLKKSLARHQKAHSGEKPIVCRECGRGFNRKSTLIIHERTHSGEKPYMC.... Result: 0 (no interaction). (2) The miRNA is hsa-miR-1285-3p with sequence UCUGGGCAACAAAGUGAGACCU. The protein sequence of the target gene is MSQKPAKEGPRLSKNQKYSEHFSIHCCPPFTFLNSKKEIVDRKYSICKSGCFYQKKEEDWICCACQKTRTSRRAKSPQRPKQQPAAPPAVVRAPAKPRSPPRSERQPRSPPRSERQPRSPPRSERQPRSPPRSERQPRPRPEVRPPPAKQRPPQKSKQQPRSSPLRGPGASRGGSPVKASRFW. Result: 0 (no interaction). (3) The miRNA is hsa-miR-6858-5p with sequence GUGAGGAGGGGCUGGCAGGGAC. The protein sequence of the target gene is MPGSLPLNAEACWPKDVGIVALEIYFPSQYVDQAELEKYDGVDAGKYTIGLGQAKMGFCTDREDINSLCMTVVQNLMERNNLSYDCIGRLEVGTETIIDKSKSVKTNLMQLFEESGNTDIEGIDTTNACYGGTAAVFNAVNWIESSSWDGRYALVVAGDIAVYATGNARPTGGVGAVALLIGPNAPLIFERGLRGTHMQHAYDFYKPDMLSEYPIVDGKLSIQCYLSALDRCYSVYCKKIHAQWQKEGNDKDFTLNDFGFMIFHSPYCKLVQKSLARMLLNDFLNDQNRDKNSIYSGLEA.... Result: 1 (interaction). (4) The miRNA is mmu-miR-124-3p with sequence UAAGGCACGCGGUGAAUGCC. The protein sequence of the target gene is MASKANMVRQRFSRLSQRMSAFQINLNPLKEPLGFIKILEWFASIFAFATCGGFKGKTEIQVNCPKVGVNKNQTVTATFGYPFRLNQASFHTPPNVSVCDVNWEKHVLIGDYSSSAQFYVTFAVFVFLYCIAALLLYVGYTNLYRDSRKLPMIDFIVTLVATFLWLVSSSAWAKALTDIKVATGHRIVEELEICNPESGVSCYFVSVTSMGSLNVSVIFGFLNMILWGGNAWFVYKETSLHSPSNTSASHSQGGGPPTSGM. Result: 1 (interaction). (5) The miRNA is hsa-miR-4703-5p with sequence UAGCAAUACAGUACAAAUAUAGU. The protein sequence of the target gene is MTPWLGLVVLLSCWSLGHWGAEACTCSPSHPQDAFCNSDIVIRAKVVGKKLVKEGPFGTLVYTIKQMKMYRGFSKMPHVQYIHTEASESLCGLKLEVNKYQYLLTGRVYEGKMYTGLCNFVERWDHLTLSQRKGLNYRYHLGCNCKIKSCYYLPCFVTSKNECLWTDMLSNFGYPGYQSKHYACIRQKGGYCSWYRGWAPPDKSISNATDP. Result: 0 (no interaction). (6) Result: 1 (interaction). The miRNA is hsa-miR-6512-3p with sequence UUCCAGCCCUUCUAAUGGUAGG. The protein sequence of the target gene is MKGTGIMDCAPKALLARALYDNCPDCSDELAFSRGDILTILEQHVPESEGWWKCLLHGRQGLAPANRLQILTEVAADRPCPPFLRGLEEAPASSEETYQVPTLPRPPTPGPVYEQMRSWAEGPQPPTAQVYEFPDPPTSARIICEKTLSFPKQAILTLPRPVRASLPTLPSQVYDVPTQHRGPVVLKEPEKQQLYDIPASPKKAGLHPPDSQASGQGVPLISVTTLRRGGYSTLPNPQKSEWIYDTPVSPGKASVRNTPLTSFAEESRPHALPSSSSTFYNPPSGRSRSLTPQLNNNVPM.... (7) The miRNA is mmu-miR-599 with sequence UUGUGUCAGUUUAUCAAAC. The protein sequence of the target gene is MKAGSGDQGSPPCFLRFPRPVRVVSGAEAELKCVVLGEPPPTVVWEKGGQQLVASERLSFPEDGAEHGLLLSGALPTDAGVYVCRARNAAGEAYAAAAVTVLEPPAPEPEPESSECPLPTPGTGEGAPKFLTGPQSQWVLRGEEVVLTCQVGGLPEPKLYWEKDGMALDEVWDSSHFKLEPGRGASDEGASLTLRILAARLPDSGVYVCHARNAHGHAQAGALLQVHQPRESPPQDPDENPKPVLEPLKGAPKTFWVNEGKHAKFRCYVMGKPEPEIEWHLEGRPLLPDRRRLMYRDRDG.... Result: 0 (no interaction). (8) The miRNA is cel-miR-246-3p with sequence UUACAUGUUUCGGGUAGGAGC. The protein sequence of the target gene is MAGAAAAVAAGAAAGAAAAAVSVAAPGRASAPPPPPPVYCVCRQPYDVNRFMIECDICKDWFHGSCVGVEEHHAVDIDLYHCPNCAVLHGSSLMKKRRNWHRHDYTEIDDGSKPVQAGTRTFIKELRSRVFPSADEIIIKMHGSQLTQRYLEKHGFDVPIMVPKLDDLGLRLPSPTFSVMDVERYVGGDKVIDVIDVARQADSKMTLHNYVKYFMNPNRPKVLNVISLEFSDTKMSELVEVPDIAKKLSWVENYWPDDSVFPKPFVQKYCLMGVQDSYTDFHIDFGGTSVWYHVLWGEKI.... Result: 0 (no interaction). (9) The miRNA is hsa-miR-5186 with sequence AGAGAUUGGUAGAAAUCAGGU. The protein sequence of the target gene is MESALPAAGFLYWVGAGTVAYLALRISYSLFTALRVWGVGNEAGVGPGLGEWAVVTGSTDGIGKSYAEELAKHGMKVVLISRSKDKLDQVSSEIKEKFKVETRTIAVDFASEDIYDKIKTGLAGLEIGILVNNVGMSYEYPEYFLDVPDLDNVIKKMININILSVCKMTQLVLPGMVERSKGAILNISSGSGMLPVPLLTIYSATKTFVDFFSQCLHEEYRSKGVFVQSVLPYFVATKLAKIRKPTLDKPSPETFVKSAIKTVGLQSRTNGYLIHALMGSIISNLPSWIYLKIVMNMNKS.... Result: 1 (interaction). (10) The miRNA is mmu-miR-3474 with sequence CCCUGGGAGGAGACGUGGAUUC. The protein sequence of the target gene is MAASPHTISSRLLTGSVGGCIWYLERRAIQGLPHRVTRLFRNVSNQWVTLQHLSFLKRMYVTQLHRGLSQRVKPKPEPPASPFLEHTSSGQARADEDELPSFPAPSRPLSRKPNEELVELEATSIVDHSLDTAKEKKEERQWKEMKLHTDDLPGILARLSKIKLTALVVSTTSAGFALAPGPFDWSCFLLTSLGTGLASCAANSINQFFEVPFDSNMNRTKNRPLVRGQISPLLAVSFATCCAVPGVALLTWGVNPLTGALGVFNIFLYTCCYTPLKRVSITNTWVGAVVGAIPPVMGWT.... Result: 0 (no interaction).